The task is: Predict the reaction yield, written as a fraction of the theoretical maximum amount of product (1.0 means a 100% yield; for example, 0.34 means a 34% yield).. This data is from Reaction yield outcomes from USPTO patents with 853,638 reactions. (1) The reactants are [CH3:1][C:2](C)([O-])C.[K+].O=[C:8]1[CH2:11][N:10]([C:12]([O:14][C:15]([CH3:18])([CH3:17])[CH3:16])=[O:13])[CH2:9]1. The catalyst is [Br-].C([P+](C1C=CC=CC=1)(C1C=CC=CC=1)C1C=CC=CC=1)C.CCOCC. The product is [CH:1](=[C:8]1[CH2:11][N:10]([C:12]([O:14][C:15]([CH3:18])([CH3:17])[CH3:16])=[O:13])[CH2:9]1)[CH3:2]. The yield is 0.490. (2) The reactants are [I:1][C:2]1[CH:7]=[CH:6][C:5]([O:8][CH3:9])=[CH:4][C:3]=1[N+:10]([O-])=O.O.NN. The catalyst is CO. The product is [I:1][C:2]1[CH:7]=[CH:6][C:5]([O:8][CH3:9])=[CH:4][C:3]=1[NH2:10]. The yield is 0.910. (3) The reactants are Cl[C:2]1[CH:3]=[C:4]([C:14]([NH:16][CH2:17][C:18]2[C:19](=[O:26])[NH:20][C:21]([CH3:25])=[CH:22][C:23]=2[CH3:24])=[O:15])[C:5]2[CH:10]=[N:9][N:8]([CH:11]([CH3:13])[CH3:12])[C:6]=2[N:7]=1.[CH3:27][S:28]([NH:31][C:32]1[CH:37]=[CH:36][C:35](B(O)O)=[CH:34][CH:33]=1)(=[O:30])=[O:29].C(=O)(O)[O-].[Na+].O. The yield is 0.360. The catalyst is COCCOC.O.C1C=CC(P(C2C=CC=CC=2)[C-]2C=CC=C2)=CC=1.C1C=CC(P(C2C=CC=CC=2)[C-]2C=CC=C2)=CC=1.Cl[Pd]Cl.[Fe+2].C(Cl)Cl. The product is [CH3:24][C:23]1[CH:22]=[C:21]([CH3:25])[NH:20][C:19](=[O:26])[C:18]=1[CH2:17][NH:16][C:14]([C:4]1[C:5]2[CH:10]=[N:9][N:8]([CH:11]([CH3:13])[CH3:12])[C:6]=2[N:7]=[C:2]([C:35]2[CH:34]=[CH:33][C:32]([NH:31][S:28]([CH3:27])(=[O:29])=[O:30])=[CH:37][CH:36]=2)[CH:3]=1)=[O:15]. (4) The reactants are [CH:1]1([N:6]2[C:15]3[N:14]=[C:13]([NH:16][C:17]4[CH:25]=[CH:24][C:20]([C:21](O)=[O:22])=[CH:19][C:18]=4[O:26][CH3:27])[N:12]=[CH:11][C:10]=3[N:9]([CH3:28])[CH2:8][C@H:7]2[CH2:29][CH2:30][CH3:31])[CH2:5][CH2:4][CH2:3][CH2:2]1.F[B-](F)(F)F.N1(OC(N(C)C)=[N+](C)C)C2C=CC=CC=2N=N1.[CH3:54][N:55]1[CH2:60][CH2:59][CH:58]([NH2:61])[CH2:57][CH2:56]1.CCN(C(C)C)C(C)C. The catalyst is CN(C=O)C. The product is [NH3:6].[CH:1]1([N:6]2[C:15]3[N:14]=[C:13]([NH:16][C:17]4[CH:25]=[CH:24][C:20]([C:21]([NH:61][CH:58]5[CH2:59][CH2:60][N:55]([CH3:54])[CH2:56][CH2:57]5)=[O:22])=[CH:19][C:18]=4[O:26][CH3:27])[N:12]=[CH:11][C:10]=3[N:9]([CH3:28])[CH2:8][C@H:7]2[CH2:29][CH2:30][CH3:31])[CH2:5][CH2:4][CH2:3][CH2:2]1. The yield is 0.0500.